Predict the reactants needed to synthesize the given product. From a dataset of Full USPTO retrosynthesis dataset with 1.9M reactions from patents (1976-2016). (1) The reactants are: C([Si]([O:8][C:9]1[CH:14]=[CH:13][CH:12]=[C:11]([CH:15]2[CH2:17][CH2:16]2)[CH:10]=1)(C)C)(C)(C)C.CCCC[N+](CCCC)(CCCC)CCCC.[F-]. Given the product [CH:15]1([C:11]2[CH:10]=[C:9]([OH:8])[CH:14]=[CH:13][CH:12]=2)[CH2:17][CH2:16]1, predict the reactants needed to synthesize it. (2) Given the product [Br:1][C:2]1[CH:3]=[CH:4][C:5]([C:8]2([CH3:9])[CH2:21][NH:23][CH2:22]2)=[CH:6][CH:7]=1, predict the reactants needed to synthesize it. The reactants are: [Br:1][C:2]1[CH:7]=[CH:6][C:5]([C:8]([C:22]#[N:23])([CH3:21])[CH2:9]OS(C2C=CC(C)=CC=2)(=O)=O)=[CH:4][CH:3]=1.[H-].[Al+3].[Li+].[H-].[H-].[H-]. (3) Given the product [Br:2][C:3]1[CH:4]=[C:5]2[C:15](=[CH:16][CH:17]=1)[O:14][C:8]1([CH2:13][CH2:12][CH2:11][O:10][CH2:9]1)[CH2:7][C:6]2=[NH:18], predict the reactants needed to synthesize it. The reactants are: Cl.[Br:2][C:3]1[CH:4]=[C:5]2[C:15](=[CH:16][CH:17]=1)[O:14][C:8]1([CH2:13][CH2:12][CH2:11][O:10][CH2:9]1)[CH2:7][C:6]2=[N:18]S(C(C)(C)C)=O. (4) Given the product [CH:25]([N:21]1[C:20]([C:14]2[N:13]=[C:12]3[C:11]4[CH:28]=[N:29][C:8]([O:7][C@H:5]([CH3:6])[C:4]([NH2:35])=[O:30])=[CH:9][C:10]=4[O:19][CH2:18][CH2:17][N:16]3[CH:15]=2)=[N:24][CH:23]=[N:22]1)([CH3:27])[CH3:26], predict the reactants needed to synthesize it. The reactants are: C(O[C:4](=[O:30])[C@H:5]([O:7][C:8]1[N:29]=[CH:28][C:11]2[C:12]3[N:16]([CH2:17][CH2:18][O:19][C:10]=2[CH:9]=1)[CH:15]=[C:14]([C:20]1[N:21]([CH:25]([CH3:27])[CH3:26])[N:22]=[CH:23][N:24]=1)[N:13]=3)[CH3:6])C.O.[OH-].[Li+].C[N:35](C(ON1N=NC2C=CC=NC1=2)=[N+](C)C)C.F[P-](F)(F)(F)(F)F.[Cl-].[NH4+].C(N(CC)CC)C. (5) Given the product [CH3:62][S:63]([C:66]1[CH:73]=[CH:72][C:69]([CH2:70][NH:71][C:23]([C:22]2[C:16]3[NH:15][C:14]([NH:13][C:11]([C:3]4[N:2]=[CH:1][C:10]5[C:5]([CH:4]=4)=[CH:6][CH:7]=[CH:8][CH:9]=5)=[O:12])=[N:18][C:17]=3[C:19]([O:26][CH3:27])=[CH:20][CH:21]=2)=[O:24])=[CH:68][CH:67]=1)(=[O:64])=[O:65], predict the reactants needed to synthesize it. The reactants are: [CH:1]1[C:10]2[C:5](=[CH:6][CH:7]=[CH:8][CH:9]=2)[CH:4]=[C:3]([C:11]([NH:13][C:14]2[NH:18][C:17]3[C:19]([O:26][CH3:27])=[CH:20][CH:21]=[C:22]([C:23](O)=[O:24])[C:16]=3[N:15]=2)=[O:12])[N:2]=1.CN(C(ON1N=NC2C=CC=CC1=2)=[N+](C)C)C.F[P-](F)(F)(F)(F)F.CCN(C(C)C)C(C)C.Cl.[CH3:62][S:63]([C:66]1[CH:73]=[CH:72][C:69]([CH2:70][NH2:71])=[CH:68][CH:67]=1)(=[O:65])=[O:64]. (6) Given the product [CH3:19][O:20][C:5]1[CH:4]=[CH:3][C:2]([C:1]([O:9][CH:10]([C:17]#[N:18])[C:11]2[CH:16]=[CH:15][N:14]=[CH:13][CH:12]=2)=[O:8])=[CH:7][CH:6]=1, predict the reactants needed to synthesize it. The reactants are: [C:1]([O:9][CH:10]([C:17]#[N:18])[C:11]1[CH:16]=[CH:15][N:14]=[CH:13][CH:12]=1)(=[O:8])[C:2]1[CH:7]=[CH:6][CH:5]=[CH:4][CH:3]=1.[CH3:19][O:20]C1C=CC(C(Cl)=O)=CC=1. (7) Given the product [Cl:11][C:4]1[N:3]=[C:2]([NH:18][CH2:17][C:16]2[CH:19]=[CH:20][C:13]([F:12])=[CH:14][CH:15]=2)[C:7]([N+:8]([O-:10])=[O:9])=[CH:6][CH:5]=1, predict the reactants needed to synthesize it. The reactants are: Cl[C:2]1[C:7]([N+:8]([O-:10])=[O:9])=[CH:6][CH:5]=[C:4]([Cl:11])[N:3]=1.[F:12][C:13]1[CH:20]=[CH:19][C:16]([CH2:17][NH2:18])=[CH:15][CH:14]=1. (8) Given the product [OH:29][CH:20]1[C:19]2[C:10](=[CH:11][C:12]3[C:17]([CH:18]=2)=[CH:16][C:15]([CH2:30][CH2:31][CH3:32])=[C:14]([CH2:33][CH2:34][CH3:35])[CH:13]=3)[CH:9]([OH:36])[C:8]2[CH:7]=[C:6]3[C:23]([CH:24]=[C:25]([CH2:26][CH2:27][CH3:28])[C:4]([CH2:1][CH2:2][CH3:3])=[CH:5]3)=[CH:22][C:21]1=2, predict the reactants needed to synthesize it. The reactants are: [CH2:1]([C:4]1[C:25]([CH2:26][CH2:27][CH3:28])=[CH:24][C:23]2[C:6](=[CH:7][C:8]3[C:9](=[O:36])[C:10]4[C:19]([C:20](=[O:29])[C:21]=3[CH:22]=2)=[CH:18][C:17]2[C:12](=[CH:13][C:14]([CH2:33][CH2:34][CH3:35])=[C:15]([CH2:30][CH2:31][CH3:32])[CH:16]=2)[CH:11]=4)[CH:5]=1)[CH2:2][CH3:3].C([BH-](CC)CC)C.[Li+].Cl. (9) Given the product [C:1]1([Si:7]([O:12][CH3:13])([O:8][CH3:9])[O:10][CH2:11][CH:14]=[C:15]([CH3:19])[CH3:16])[CH:2]=[CH:3][CH:4]=[CH:5][CH:6]=1, predict the reactants needed to synthesize it. The reactants are: [C:1]1([Si:7]([O:12][CH3:13])([O:10][CH3:11])[O:8][CH3:9])[CH:6]=[CH:5][CH:4]=[CH:3][CH:2]=1.[CH3:14][C:15]([CH3:19])=[CH:16]CO.